The task is: Predict the reaction yield, written as a fraction of the theoretical maximum amount of product (1.0 means a 100% yield; for example, 0.34 means a 34% yield).. This data is from Reaction yield outcomes from USPTO patents with 853,638 reactions. (1) The reactants are [CH:1]1([CH2:4][O:5][C:6](=[O:25])[CH:7]([C:12]2[CH:17]=[C:16]([O:18][CH2:19][CH:20]3[CH2:22][CH2:21]3)[C:15](I)=[C:14]([Cl:24])[CH:13]=2)[CH2:8][CH:9]([CH3:11])[CH3:10])[CH2:3][CH2:2]1.[F:26][C:27]([F:38])([F:37])[C:28]1[CH:33]=[CH:32][C:31](B(O)O)=[CH:30][CH:29]=1.[F-].[Cs+].O. The catalyst is COCCOC.C1C=CC(P(C2C=CC=CC=2)[C-]2C=CC=C2)=CC=1.C1C=CC(P(C2C=CC=CC=2)[C-]2C=CC=C2)=CC=1.Cl[Pd]Cl.[Fe+2].CCOC(C)=O. The product is [CH:1]1([CH2:4][O:5][C:6](=[O:25])[CH:7]([C:12]2[CH:17]=[C:16]([O:18][CH2:19][CH:20]3[CH2:22][CH2:21]3)[C:15]([C:31]3[CH:32]=[CH:33][C:28]([C:27]([F:38])([F:37])[F:26])=[CH:29][CH:30]=3)=[C:14]([Cl:24])[CH:13]=2)[CH2:8][CH:9]([CH3:11])[CH3:10])[CH2:3][CH2:2]1. The yield is 0.700. (2) The reactants are [O:1]=[C:2]1[CH2:6][CH2:5][N:4]([C:7]([O:9][C:10]([CH3:13])([CH3:12])[CH3:11])=[O:8])[CH2:3]1.[C:14]1([Mg]Br)[CH:19]=[CH:18][CH:17]=[CH:16][CH:15]=1.[NH4+].[Cl-]. The catalyst is CCOCC. The product is [OH:1][C:2]1([C:14]2[CH:19]=[CH:18][CH:17]=[CH:16][CH:15]=2)[CH2:6][CH2:5][N:4]([C:7]([O:9][C:10]([CH3:13])([CH3:12])[CH3:11])=[O:8])[CH2:3]1. The yield is 0.492. (3) The reactants are C[O:2][C:3]([C:5]1[CH:6]=[C:7](/[CH:11]=[CH:12]/[C:13]2[CH:14]=[C:15]3[C:19](=[CH:20][CH:21]=2)[NH:18][N:17]=[C:16]3/[CH:22]=[CH:23]/[C:24]2[CH:25]=[N:26][CH:27]=[CH:28][CH:29]=2)[CH:8]=[CH:9][CH:10]=1)=[O:4].[OH-].[Na+]. No catalyst specified. The product is [C:3]([C:5]1[CH:6]=[C:7](/[CH:11]=[CH:12]/[C:13]2[CH:14]=[C:15]3[C:19](=[CH:20][CH:21]=2)[NH:18][N:17]=[C:16]3/[CH:22]=[CH:23]/[C:24]2[CH:25]=[N:26][CH:27]=[CH:28][CH:29]=2)[CH:8]=[CH:9][CH:10]=1)([OH:4])=[O:2]. The yield is 0.520. (4) The reactants are [NH2:1][C:2]1[C:3](Cl)=[C:4]([NH:9][S:10]([CH2:13][CH2:14][CH3:15])(=[O:12])=[O:11])[CH:5]=[CH:6][C:7]=1[F:8]. The catalyst is CO.[Pd]. The product is [NH2:1][C:2]1[CH:3]=[C:4]([NH:9][S:10]([CH2:13][CH2:14][CH3:15])(=[O:12])=[O:11])[CH:5]=[CH:6][C:7]=1[F:8]. The yield is 0.830.